Predict the reactants needed to synthesize the given product. From a dataset of Full USPTO retrosynthesis dataset with 1.9M reactions from patents (1976-2016). (1) Given the product [S:13]1[C:9]2[CH:8]=[CH:7][NH:18][C:10]=2[CH:11]=[C:12]1[C:14]([O:16][CH3:17])=[O:15], predict the reactants needed to synthesize it. The reactants are: C([O-])=O.[NH4+].CN(C)/[CH:7]=[CH:8]/[C:9]1[S:13][C:12]([C:14]([O:16][CH3:17])=[O:15])=[CH:11][C:10]=1[N+:18]([O-])=O. (2) Given the product [CH2:9]([C:6]1[CH:7]=[CH:8][C:3]([Si:21]([C:3]2[CH:8]=[CH:7][C:6]([CH2:9][CH2:10][CH2:11][CH2:12][CH2:18][CH3:19])=[CH:5][CH:4]=2)([Cl:24])[Cl:20])=[CH:4][CH:5]=1)[CH2:10][CH2:11][CH2:12][CH2:13][CH3:14], predict the reactants needed to synthesize it. The reactants are: [Mg].Br[C:3]1[CH:8]=[CH:7][C:6]([CH2:9][CH2:10][CH2:11][CH2:12][CH2:13][CH3:14])=[CH:5][CH:4]=1.C(O[CH2:18][CH3:19])C.[Cl:20][Si:21]([Cl:24])(Cl)Cl. (3) Given the product [O:26]1[CH2:27][CH2:28][N:29]([C:32]2[CH:39]=[CH:38][CH:37]=[CH:36][C:33]=2[CH2:34][NH:35][C:15]([C:12]2[CH:13]=[CH:14][N:9]3[N:8]=[C:7]([C:1]4[CH:2]=[CH:3][CH:4]=[CH:5][CH:6]=4)[CH:18]=[C:10]3[N:11]=2)=[O:17])[CH2:30][CH2:31]1, predict the reactants needed to synthesize it. The reactants are: [C:1]1([C:7]2[CH:18]=[C:10]3[N:11]=[C:12]([C:15]([OH:17])=O)[CH:13]=[CH:14][N:9]3[N:8]=2)[CH:6]=[CH:5][CH:4]=[CH:3][CH:2]=1.C(N(CC)CC)C.[O:26]1[CH2:31][CH2:30][N:29]([C:32]2[CH:39]=[CH:38][CH:37]=[CH:36][C:33]=2[CH2:34][NH2:35])[CH2:28][CH2:27]1. (4) Given the product [CH:1]1([CH2:4][O:5][C:6]2[CH:11]=[C:10]([O:12][CH3:13])[C:9]([F:14])=[CH:8][C:7]=2[C:15]2[C:16]3[N:23]([CH2:24][O:25][CH2:26][CH2:27][Si:28]([CH3:29])([CH3:30])[CH3:31])[C:22]([CH3:32])=[C:21]([C:33]([NH:36][C@@H:37]4[CH2:42][CH2:41][N:40]([C:43]([O:45][C:46]([CH3:48])([CH3:47])[CH3:49])=[O:44])[CH2:39][C@H:38]4[OH:50])=[O:35])[C:17]=3[N:18]=[CH:19][N:20]=2)[CH2:2][CH2:3]1, predict the reactants needed to synthesize it. The reactants are: [CH:1]1([CH2:4][O:5][C:6]2[CH:11]=[C:10]([O:12][CH3:13])[C:9]([F:14])=[CH:8][C:7]=2[C:15]2[C:16]3[N:23]([CH2:24][O:25][CH2:26][CH2:27][Si:28]([CH3:31])([CH3:30])[CH3:29])[C:22]([CH3:32])=[C:21]([C:33]([OH:35])=O)[C:17]=3[N:18]=[CH:19][N:20]=2)[CH2:3][CH2:2]1.[NH2:36][C@@H:37]1[CH2:42][CH2:41][N:40]([C:43]([O:45][C:46]([CH3:49])([CH3:48])[CH3:47])=[O:44])[CH2:39][C@H:38]1[OH:50]. (5) Given the product [CH2:8]([N:10]([CH2:13][CH3:14])[C:11]([N:1]1[CH2:6][CH2:5][C:4](=[O:7])[CH2:3][CH2:2]1)=[O:19])[CH3:9], predict the reactants needed to synthesize it. The reactants are: [NH:1]1[CH2:6][CH2:5][C:4](=[O:7])[CH2:3][CH2:2]1.[CH2:8]([N:10]([CH2:13][CH3:14])[CH2:11]C)[CH3:9].CN(C=[O:19])C. (6) Given the product [OH:36][C:25]1[C:24](=[O:23])[N:13]([C:14]2[N:15]=[N:16][C:17]([CH3:20])=[CH:18][CH:19]=2)[CH:7]([C:6]2[CH:9]=[CH:10][C:3]([C:2]([F:12])([F:11])[F:1])=[CH:4][CH:5]=2)[C:26]=1[C:27](=[O:35])[C:28]1[CH:33]=[CH:32][C:31]([CH3:34])=[CH:30][CH:29]=1, predict the reactants needed to synthesize it. The reactants are: [F:1][C:2]([F:12])([F:11])[C:3]1[CH:10]=[CH:9][C:6]([CH:7]=O)=[CH:5][CH:4]=1.[NH2:13][C:14]1[N:15]=[N:16][C:17]([CH3:20])=[CH:18][CH:19]=1.C([O:23][C:24](=O)[C:25]([OH:36])=[CH:26][C:27](=[O:35])[C:28]1[CH:33]=[CH:32][C:31]([CH3:34])=[CH:30][CH:29]=1)C. (7) Given the product [F:1][C:2]1[C:7]([F:8])=[CH:6][CH:5]=[CH:4][C:3]=1[C:9]1[N:17]=[C:12]2[CH:13]=[N:14][N:15]([CH2:19][C:20]3[O:24][N:23]=[C:22]([C:25]4[S:29][C:28]([CH3:30])=[N:27][C:26]=4[CH3:31])[CH:21]=3)[CH:16]=[C:11]2[N:10]=1, predict the reactants needed to synthesize it. The reactants are: [F:1][C:2]1[C:7]([F:8])=[CH:6][CH:5]=[CH:4][C:3]=1[C:9]1[N:17]=[C:12]2[CH:13]=[N:14][NH:15][CH:16]=[C:11]2[N:10]=1.Cl[CH2:19][C:20]1[O:24][N:23]=[C:22]([C:25]2[S:29][C:28]([CH3:30])=[N:27][C:26]=2[CH3:31])[CH:21]=1.